Dataset: Forward reaction prediction with 1.9M reactions from USPTO patents (1976-2016). Task: Predict the product of the given reaction. (1) The product is: [Cl:21][C:18]1[CH:19]=[CH:20][C:15]([C@@:12]2([C:13]#[N:14])[C@H:11]([CH2:23][C:24]([CH3:26])([CH3:25])[CH3:27])[NH:10][C@@H:9]([C:28]([NH:30][C:31]3[CH:40]=[CH:39][C:34]([C:35]([OH:37])=[O:36])=[C:33]([C:41]([F:43])([F:44])[F:42])[CH:32]=3)=[O:29])[C@@H:8]2[C:4]2[CH:5]=[CH:6][CH:7]=[C:2]([Cl:1])[C:3]=2[F:45])=[C:16]([F:22])[CH:17]=1. Given the reactants [Cl:1][C:2]1[C:3]([F:45])=[C:4]([C@@H:8]2[C@:12]([C:15]3[CH:20]=[CH:19][C:18]([Cl:21])=[CH:17][C:16]=3[F:22])([C:13]#[N:14])[C@H:11]([CH2:23][C:24]([CH3:27])([CH3:26])[CH3:25])[NH:10][C@H:9]2[C:28]([NH:30][C:31]2[CH:40]=[CH:39][C:34]([C:35]([O:37]C)=[O:36])=[C:33]([C:41]([F:44])([F:43])[F:42])[CH:32]=2)=[O:29])[CH:5]=[CH:6][CH:7]=1.C1COCC1.[OH-].[Na+].Cl, predict the reaction product. (2) Given the reactants CN(C)[CH:3]=[O:4].P(Cl)(Cl)(Cl)=O.[CH2:11]([O:13][C:14]([C:16]1[N:17]([CH2:31][CH3:32])[CH:18]=[C:19]([C:24]2[CH:29]=[CH:28][C:27]([F:30])=[CH:26][CH:25]=2)[C:20]=1[CH:21]([CH3:23])[CH3:22])=[O:15])[CH3:12], predict the reaction product. The product is: [CH2:11]([O:13][C:14]([C:16]1[N:17]([CH2:31][CH3:32])[C:18]([CH:3]=[O:4])=[C:19]([C:24]2[CH:25]=[CH:26][C:27]([F:30])=[CH:28][CH:29]=2)[C:20]=1[CH:21]([CH3:23])[CH3:22])=[O:15])[CH3:12]. (3) Given the reactants [CH:1](NC(C)C)([CH3:3])[CH3:2].[Li].C([Li])CCC.C(NC(C)C)(C)C.[CH3:21][C:22]1[CH:27]=[N:26][CH:25]=[CH:24][N:23]=1.C(Br)C=C.[Cl-].[NH4+], predict the reaction product. The product is: [N:23]1[CH:24]=[CH:25][N:26]=[CH:27][C:22]=1[CH2:21][CH2:3][CH:1]=[CH2:2].